From a dataset of Forward reaction prediction with 1.9M reactions from USPTO patents (1976-2016). Predict the product of the given reaction. (1) Given the reactants [F:1][C:2]([F:6])([F:5])[CH2:3][OH:4].[H-].[Na+].F[C:10]1[CH:15]=[CH:14][C:13]([N+:16]([O-:18])=[O:17])=[CH:12][CH:11]=1.C(=O)([O-])O.[Na+], predict the reaction product. The product is: [F:1][C:2]([F:6])([F:5])[CH2:3][O:4][C:10]1[CH:15]=[CH:14][C:13]([N+:16]([O-:18])=[O:17])=[CH:12][CH:11]=1. (2) Given the reactants C(NC(C)C)(C)C.C([Li])CCC.[CH:13]1([C:19]([O:21][CH3:22])=[O:20])[CH2:18][CH2:17][CH2:16][CH2:15][CH2:14]1.[CH3:23][O:24][CH2:25]Cl, predict the reaction product. The product is: [CH3:23][O:24][CH2:25][C:13]1([C:19]([O:21][CH3:22])=[O:20])[CH2:18][CH2:17][CH2:16][CH2:15][CH2:14]1. (3) Given the reactants C1C=CC2N(O)N=NC=2C=1.Cl.Cl.[O:13]=[C:14]1[C:28]2[C:23](=[CH:24][CH:25]=[C:26]([C:29]3[CH:37]=[CH:36][C:32]([C:33]([NH2:35])=[O:34])=[CH:31][N:30]=3)[CH:27]=2)[O:22][C:16]2([CH2:21][CH2:20][NH:19][CH2:18][CH2:17]2)[CH2:15]1.[CH2:38]([O:40][C:41]1[CH:46]=[C:45]([C:47](O)=[O:48])[CH:44]=[C:43]([O:50][CH2:51][CH3:52])[C:42]=1[C:53]1[CH:58]=[CH:57][C:56]([C:59]([O:61][CH3:62])=[O:60])=[CH:55][CH:54]=1)[CH3:39].O, predict the reaction product. The product is: [C:33]([C:32]1[CH:36]=[CH:37][C:29]([C:26]2[CH:27]=[C:28]3[C:23](=[CH:24][CH:25]=2)[O:22][C:16]2([CH2:21][CH2:20][N:19]([C:47]([C:45]4[CH:44]=[C:43]([O:50][CH2:51][CH3:52])[C:42]([C:53]5[CH:58]=[CH:57][C:56]([C:59]([O:61][CH3:62])=[O:60])=[CH:55][CH:54]=5)=[C:41]([O:40][CH2:38][CH3:39])[CH:46]=4)=[O:48])[CH2:18][CH2:17]2)[CH2:15][C:14]3=[O:13])=[N:30][CH:31]=1)(=[O:34])[NH2:35]. (4) Given the reactants [CH3:1][C:2]1([CH3:19])[CH2:14][CH2:13][C:12](=[O:15])[C:11]2[NH:10][C:9]3[CH:8]=[CH:7][C:6]([C:16](O)=[O:17])=[CH:5][C:4]=3[C:3]1=2.[S:20]1[CH:24]=[CH:23][N:22]=[C:21]1[NH2:25], predict the reaction product. The product is: [S:20]1[CH:24]=[CH:23][N:22]=[C:21]1[NH:25][C:16]([C:6]1[CH:7]=[CH:8][C:9]2[NH:10][C:11]3[C:12](=[O:15])[CH2:13][CH2:14][C:2]([CH3:1])([CH3:19])[C:3]=3[C:4]=2[CH:5]=1)=[O:17]. (5) The product is: [CH3:12][O:11][C:6]1[C:5]([CH2:3][OH:2])=[CH:10][CH:9]=[CH:8][N:7]=1. Given the reactants C[O:2][C:3]([C:5]1[C:6]([O:11][CH3:12])=[N:7][CH:8]=[CH:9][CH:10]=1)=O.[BH4-].[Li+], predict the reaction product. (6) Given the reactants [S:1]([C:9]1[CH:14]=[CH:13][C:12](O)=[CH:11][CH:10]=1)C1C=CC(O)=CC=1.CN([CH:19]=[O:20])C, predict the reaction product. The product is: [O:20]([C:19]1[CH:13]=[CH:12][CH:11]=[CH:10][C:9]=1[SH:1])[C:14]1[CH:13]=[CH:12][CH:11]=[CH:10][C:9]=1[SH:1]. (7) Given the reactants [CH3:1][C:2]1[CH:3]=[C:4]2[C:11](=[O:12])[O:10][C:8](=[O:9])[C:5]2=[N:6][CH:7]=1.[Cl:13]C1C=CC=CC=1, predict the reaction product. The product is: [Cl:13][CH2:1][C:2]1[CH:3]=[C:4]2[C:11](=[O:12])[O:10][C:8](=[O:9])[C:5]2=[N:6][CH:7]=1.